Dataset: Full USPTO retrosynthesis dataset with 1.9M reactions from patents (1976-2016). Task: Predict the reactants needed to synthesize the given product. (1) Given the product [O:1]1[C:6]2[CH:7]=[CH:8][CH:9]=[CH:10][C:5]=2[N:4]([CH2:12][CH2:13][CH2:14][CH2:15][C:16]([O:18][CH2:19][CH3:20])=[O:17])[CH2:3][CH2:2]1, predict the reactants needed to synthesize it. The reactants are: [O:1]1[C:6]2[CH:7]=[CH:8][CH:9]=[CH:10][C:5]=2[NH:4][CH2:3][CH2:2]1.Br[CH2:12][CH2:13][CH2:14][CH2:15][C:16]([O:18][CH2:19][CH3:20])=[O:17].[I-].[Na+].C(=O)([O-])[O-].[K+].[K+]. (2) Given the product [Br:1][C:2]1[CH:7]=[CH:6][C:5]([F:8])=[CH:4][C:3]=1[CH:9]1[CH2:11][CH:10]1[C:12]([OH:13])=[O:18], predict the reactants needed to synthesize it. The reactants are: [Br:1][C:2]1[CH:7]=[CH:6][C:5]([F:8])=[CH:4][C:3]=1[CH:9]1[CH2:11][CH:10]1[C:12](N(OC)C)=[O:13].[OH-:18].[K+].Cl. (3) The reactants are: [C:1]([C:4]1[CH:13]=[C:12]([O:14][CH2:15][C:16]2[CH:21]=[CH:20][CH:19]=[CH:18][CH:17]=2)[CH:11]=[C:10]2[C:5]=1[CH:6]=[CH:7][C:8](=[O:22])[NH:9]2)(=[O:3])[CH3:2].I([Cl:26])(=O)=O.I(Cl)(=O)=O.C([N+](C)(C)C)C1C=CC=CC=1.ClC(Cl)C.C(=O)([O-])[O-].[Na+].[Na+].S([O-])([O-])=O.[Na+].[Na+]. Given the product [CH2:15]([O:14][C:12]1[CH:11]=[C:10]2[C:5]([CH:6]=[CH:7][C:8](=[O:22])[NH:9]2)=[C:4]([C:1](=[O:3])[CH2:2][Cl:26])[CH:13]=1)[C:16]1[CH:21]=[CH:20][CH:19]=[CH:18][CH:17]=1, predict the reactants needed to synthesize it. (4) Given the product [CH3:2][C:3]1([CH3:49])[C:7](=[O:8])[N:6]([C:9]2[CH:14]=[CH:13][C:12]([NH:15][S:16]([NH2:19])(=[O:18])=[O:17])=[C:11]([CH3:27])[CH:10]=2)[C:5](=[O:28])[N:4]1[CH2:29][CH2:30][CH2:31][CH2:32][CH2:33][CH2:34][CH2:35][CH2:36][CH2:37][S:38][CH2:39][CH2:40][CH2:41][C:42]([F:48])([F:47])[C:43]([F:44])([F:45])[F:46], predict the reactants needed to synthesize it. The reactants are: Cl.[CH3:2][C:3]1([CH3:49])[C:7](=[O:8])[N:6]([C:9]2[CH:14]=[CH:13][C:12]([NH:15][S:16]([NH:19]C(=O)OC(C)(C)C)(=[O:18])=[O:17])=[C:11]([CH3:27])[CH:10]=2)[C:5](=[O:28])[N:4]1[CH2:29][CH2:30][CH2:31][CH2:32][CH2:33][CH2:34][CH2:35][CH2:36][CH2:37][S:38][CH2:39][CH2:40][CH2:41][C:42]([F:48])([F:47])[C:43]([F:46])([F:45])[F:44].C(Cl)Cl.CCOC(C)=O. (5) Given the product [CH:35]1([C:6]2[C:7]3[C:12]4=[C:11]([O:1][CH2:2][CH2:3][N:4]4[C:5]=2[C:27]2[CH:26]=[CH:8][CH:7]=[CH:6][CH:5]=2)[C:10]([C:13]([NH:33][S:30]([N:29]([CH3:34])[CH3:28])(=[O:32])=[O:31])=[O:15])=[CH:9][CH:8]=3)[CH2:36][CH2:37][CH2:38][CH2:44][CH2:45]1, predict the reactants needed to synthesize it. The reactants are: [O:1]1[C:11]2=[C:12]3[C:7](=[CH:8][CH:9]=[C:10]2[C:13]([OH:15])=O)[CH:6]=[CH:5][N:4]3[CH:3]=[CH:2]1.C(N1[CH:27]=[CH:26]N=C1)(N1C=CN=C1)=O.[CH3:28][N:29]([CH3:34])[S:30]([NH2:33])(=[O:32])=[O:31].[CH2:35]1[CH2:45][CH2:44]N2[C:38](=NCCC2)[CH2:37][CH2:36]1. (6) Given the product [CH2:1]([N:8]1[C:13](=[O:14])[CH:12]=[CH:11][C:10]([C:15]2[C:16]3[N:17]([N:23]=[C:24]([CH:30]([CH3:32])[CH3:31])[C:25]=3[C:26]([OH:28])=[O:27])[C:18]([O:21][CH3:22])=[CH:19][CH:20]=2)=[N:9]1)[C:2]1[CH:3]=[CH:4][CH:5]=[CH:6][CH:7]=1, predict the reactants needed to synthesize it. The reactants are: [CH2:1]([N:8]1[C:13](=[O:14])[CH:12]=[CH:11][C:10]([C:15]2[C:16]3[N:17]([N:23]=[C:24]([CH:30]([CH3:32])[CH3:31])[C:25]=3[C:26]([O:28]C)=[O:27])[C:18]([O:21][CH3:22])=[CH:19][CH:20]=2)=[N:9]1)[C:2]1[CH:7]=[CH:6][CH:5]=[CH:4][CH:3]=1.[OH-].[Li+].Cl. (7) Given the product [CH2:13]([O:20][C:21]([NH:23][CH2:24][C:25]([CH3:30])([CH3:29])[C:26]([NH2:3])=[O:27])=[O:22])[C:14]1[CH:19]=[CH:18][CH:17]=[CH:16][CH:15]=1, predict the reactants needed to synthesize it. The reactants are: C(N1C=CN=C1)([N:3]1C=CN=C1)=O.[CH2:13]([O:20][C:21]([NH:23][CH2:24][C:25]([CH3:30])([CH3:29])[C:26](O)=[O:27])=[O:22])[C:14]1[CH:19]=[CH:18][CH:17]=[CH:16][CH:15]=1.[NH4+].[OH-]. (8) Given the product [OH:15][C:16]1[CH:23]=[CH:22][CH:21]=[C:20]([O:24][CH2:2][C:3]2[CH2:4][CH2:5][O:6][CH2:7][C:8]=2[C:9]2[CH:14]=[CH:13][CH:12]=[CH:11][CH:10]=2)[C:17]=1[CH:18]=[O:19], predict the reactants needed to synthesize it. The reactants are: Br[CH2:2][C:3]1[CH2:4][CH2:5][O:6][CH2:7][C:8]=1[C:9]1[CH:14]=[CH:13][CH:12]=[CH:11][CH:10]=1.[OH:15][C:16]1[CH:23]=[CH:22][CH:21]=[C:20]([OH:24])[C:17]=1[CH:18]=[O:19].C([O-])([O-])=O.[K+].[K+]. (9) Given the product [F:17][C:18]1[C:23]([F:24])=[CH:22][CH:21]=[CH:20][C:19]=1[NH:25][C:26](=[O:48])[CH2:27][N:28]1[CH:32]=[C:31]([NH:33][C:34]2[C:43]3[C:38](=[CH:39][C:40]([O:45][CH2:46][CH3:47])=[CH:41][C:42]=3[O:44][CH2:50][C@H:51]3[CH2:55][CH2:54][CH2:53][N:52]3[C:56]([O:58][C:59]([CH3:60])([CH3:62])[CH3:61])=[O:57])[N:37]=[CH:36][N:35]=2)[CH:30]=[N:29]1, predict the reactants needed to synthesize it. The reactants are: N(C(OC(C)(C)C)=O)=NC(OC(C)(C)C)=O.[F:17][C:18]1[C:23]([F:24])=[CH:22][CH:21]=[CH:20][C:19]=1[NH:25][C:26](=[O:48])[CH2:27][N:28]1[CH:32]=[C:31]([NH:33][C:34]2[C:43]3[C:38](=[CH:39][C:40]([O:45][CH2:46][CH3:47])=[CH:41][C:42]=3[OH:44])[N:37]=[CH:36][N:35]=2)[CH:30]=[N:29]1.O[CH2:50][C@H:51]1[CH2:55][CH2:54][CH2:53][N:52]1[C:56]([O:58][C:59]([CH3:62])([CH3:61])[CH3:60])=[O:57].C1(P(C2C=CC=CC=2)C2C=CC=CC=2)C=CC=CC=1. (10) Given the product [F:25][C:18]1[CH:19]=[C:20]([CH3:24])[C:21]([F:23])=[CH:22][C:17]=1[CH2:16][O:15][C:12]1[C:11]([C:26]([NH2:27])=[O:28])=[C:10]([NH:9][C:8]([NH:30][CH2:31][CH2:32][CH2:33][CH:34]([OH:42])[CH2:35][N:36]2[CH2:37][CH2:38][CH2:39][CH2:40][CH2:41]2)=[O:29])[S:14][N:13]=1, predict the reactants needed to synthesize it. The reactants are: C1(O[C:8](=[O:29])[NH:9][C:10]2[S:14][N:13]=[C:12]([O:15][CH2:16][C:17]3[CH:22]=[C:21]([F:23])[C:20]([CH3:24])=[CH:19][C:18]=3[F:25])[C:11]=2[C:26](=[O:28])[NH2:27])C=CC=CC=1.[NH2:30][CH2:31][CH2:32][CH2:33][CH:34]([OH:42])[CH2:35][N:36]1[CH2:41][CH2:40][CH2:39][CH2:38][CH2:37]1.